Dataset: Forward reaction prediction with 1.9M reactions from USPTO patents (1976-2016). Task: Predict the product of the given reaction. (1) Given the reactants Br[C:2]1[CH:3]=[C:4]2[C:10]([C:11]([C:19]3[CH:24]=[CH:23][CH:22]=[CH:21][N:20]=3)([C:13]3[CH:18]=[CH:17][CH:16]=[CH:15][N:14]=3)[OH:12])=[CH:9][NH:8][C:5]2=[N:6][CH:7]=1.[CH3:25][C:26]1[C:30](B2OC(C)(C)C(C)(C)O2)=[C:29]([CH3:40])[O:28][N:27]=1.C(=O)([O-])[O-].[K+].[K+].O, predict the reaction product. The product is: [CH3:25][C:26]1[C:30]([C:2]2[CH:3]=[C:4]3[C:10]([C:11]([C:19]4[CH:24]=[CH:23][CH:22]=[CH:21][N:20]=4)([C:13]4[CH:18]=[CH:17][CH:16]=[CH:15][N:14]=4)[OH:12])=[CH:9][NH:8][C:5]3=[N:6][CH:7]=2)=[C:29]([CH3:40])[O:28][N:27]=1. (2) Given the reactants C(OC(=O)C([S:7][C:8]1[S:12][C:11]([NH:13][C:14]([N:16]([CH:24]2[CH2:30][CH2:29][CH2:28][CH2:27][CH2:26][CH2:25]2)[C@H:17]2[CH2:22][CH2:21][C@H:20]([CH3:23])[CH2:19][CH2:18]2)=[O:15])=[N:10][CH:9]=1)C)C.C1(N[C@H]2CC[C@H](C)CC2)CCCCCC1.NC1SC=NC=1.C([O:55][C:56](=[O:60])[CH:57](S)[CH3:58])C, predict the reaction product. The product is: [CH:24]1([N:16]([C@H:17]2[CH2:18][CH2:19][C@H:20]([CH3:23])[CH2:21][CH2:22]2)[C:14](=[O:15])[NH:13][C:11]2[S:12][C:8]([S:7][CH2:58][CH2:57][C:56]([OH:60])=[O:55])=[CH:9][N:10]=2)[CH2:25][CH2:26][CH2:27][CH2:28][CH2:29][CH2:30]1. (3) Given the reactants [CH3:1][O:2][C:3]1[CH:29]=[CH:28][C:6]([CH2:7][N:8]2[CH2:12][CH:11]([CH2:13][CH2:14][O:15]S(C3C=CC(C)=CC=3)(=O)=O)[N:10]([CH3:26])[C:9]2=[O:27])=[CH:5][CH:4]=1.[CH2:30]([O:32][C:33](=[O:45])[C:34]([O:37][C:38]1[CH:43]=[CH:42][C:41](O)=[CH:40][CH:39]=1)([CH3:36])[CH3:35])[CH3:31].N#N, predict the reaction product. The product is: [CH2:30]([O:32][C:33](=[O:45])[C:34]([O:37][C:38]1[CH:43]=[CH:42][C:41]([O:15][CH2:14][CH2:13][CH:11]2[CH2:12][N:8]([CH2:7][C:6]3[CH:5]=[CH:4][C:3]([O:2][CH3:1])=[CH:29][CH:28]=3)[C:9](=[O:27])[N:10]2[CH3:26])=[CH:40][CH:39]=1)([CH3:36])[CH3:35])[CH3:31]. (4) Given the reactants C([O:4][C:5]1[CH:10]=[CH:9][C:8]([C:11](=[O:19])[NH:12][CH2:13][CH:14](OC)OC)=[CH:7][CH:6]=1)(=O)C.[CH3:20][S:21](O)(=[O:23])=[O:22].O=P12OP3(OP(OP(O3)(O1)=O)(=O)O2)=O, predict the reaction product. The product is: [CH3:20][S:21]([O:4][C:5]1[CH:6]=[CH:7][C:8]([C:11]2[O:19][CH:14]=[CH:13][N:12]=2)=[CH:9][CH:10]=1)(=[O:23])=[O:22].